This data is from Peptide-MHC class II binding affinity with 134,281 pairs from IEDB. The task is: Regression. Given a peptide amino acid sequence and an MHC pseudo amino acid sequence, predict their binding affinity value. This is MHC class II binding data. The peptide sequence is SMEYNCPNLSPREEP. The MHC is HLA-DQA10102-DQB10501 with pseudo-sequence HLA-DQA10102-DQB10501. The binding affinity (normalized) is 0.411.